This data is from Reaction yield outcomes from USPTO patents with 853,638 reactions. The task is: Predict the reaction yield, written as a fraction of the theoretical maximum amount of product (1.0 means a 100% yield; for example, 0.34 means a 34% yield). (1) The reactants are C1(NC2CCCCC2)CCCCC1.C([Li])CCC.[C:19]([N:26]1[CH2:31][CH2:30][CH:29]([C:32]([O:34][CH2:35][CH3:36])=[O:33])[CH2:28][CH2:27]1)([O:21][C:22]([CH3:25])([CH3:24])[CH3:23])=[O:20].Br[C:38]1[CH:39]=[CH:40][C:41]2[O:50][CH2:49][CH2:48][C:47]3[C:43](=[N:44][N:45]([C:51]4[N:52]([C:56]5[CH:61]=[CH:60][C:59]([F:62])=[CH:58][C:57]=5[F:63])[N:53]=[CH:54][N:55]=4)[CH:46]=3)[C:42]=2[CH:64]=1.F[B-](F)(F)F.C([PH+](C(C)(C)C)C(C)(C)C)(C)(C)C. The catalyst is C1(C)C=CC=CC=1.C1CCCCC1.C(OCC)(=O)C. The product is [CH2:35]([O:34][C:32]([C:29]1([C:38]2[CH:39]=[CH:40][C:41]3[O:50][CH2:49][CH2:48][C:47]4[C:43](=[N:44][N:45]([C:51]5[N:52]([C:56]6[CH:61]=[CH:60][C:59]([F:62])=[CH:58][C:57]=6[F:63])[N:53]=[CH:54][N:55]=5)[CH:46]=4)[C:42]=3[CH:64]=2)[CH2:30][CH2:31][N:26]([C:19]([O:21][C:22]([CH3:25])([CH3:24])[CH3:23])=[O:20])[CH2:27][CH2:28]1)=[O:33])[CH3:36]. The yield is 0.290. (2) The reactants are Cl[C:2]1[N:7]=[C:6]([C:8]2[N:12]3[CH:13]=[CH:14][CH:15]=[CH:16][C:11]3=[N:10][C:9]=2[C:17]2[CH:18]=[C:19]([CH:31]=[CH:32][CH:33]=2)[C:20]([NH:22][C:23]2[C:28]([F:29])=[CH:27][CH:26]=[CH:25][C:24]=2[F:30])=[O:21])[CH:5]=[CH:4][N:3]=1.[CH2:34]([O:36][C:37]1[CH:43]=[C:42]([N:44]2[CH2:49][CH2:48][N:47]([CH2:50][CH2:51][CH3:52])[CH2:46][CH2:45]2)[CH:41]=[CH:40][C:38]=1[NH2:39])[CH3:35].C1(C)C=CC(S(O)(=O)=O)=CC=1.C[O-].[Na+]. The catalyst is CC(O)C. The product is [F:30][C:24]1[CH:25]=[CH:26][CH:27]=[C:28]([F:29])[C:23]=1[NH:22][C:20](=[O:21])[C:19]1[CH:31]=[CH:32][CH:33]=[C:17]([C:9]2[N:10]=[C:11]3[CH:16]=[CH:15][CH:14]=[CH:13][N:12]3[C:8]=2[C:6]2[CH:5]=[CH:4][N:3]=[C:2]([NH:39][C:38]3[CH:40]=[CH:41][C:42]([N:44]4[CH2:49][CH2:48][N:47]([CH2:50][CH2:51][CH3:52])[CH2:46][CH2:45]4)=[CH:43][C:37]=3[O:36][CH2:34][CH3:35])[N:7]=2)[CH:18]=1. The yield is 0.470. (3) The reactants are C([NH:9][C:10]1[N:18]=[CH:17][N:16]=[C:15]2[C:11]=1[N:12]=[CH:13][N:14]2[CH:19]1[CH:23]([O:24]C(=O)C)[CH:22]([O:28][CH2:29][C:30]2[CH:35]=[CH:34][CH:33]=[CH:32][CH:31]=2)[C:21]([C:38]([C:51]2[CH:56]=[CH:55][CH:54]=[CH:53][CH:52]=2)([C:45]2[CH:50]=[CH:49][CH:48]=[CH:47][CH:46]=2)[O:39][SiH2:40][C:41]([CH3:44])([CH3:43])[CH3:42])([CH:36]=[CH2:37])[O:20]1)(=O)C1C=CC=CC=1.N. The catalyst is CO. The product is [NH2:9][C:10]1[N:18]=[CH:17][N:16]=[C:15]2[C:11]=1[N:12]=[CH:13][N:14]2[CH:19]1[CH:23]([OH:24])[CH:22]([O:28][CH2:29][C:30]2[CH:31]=[CH:32][CH:33]=[CH:34][CH:35]=2)[C:21]([C:38]([C:51]2[CH:56]=[CH:55][CH:54]=[CH:53][CH:52]=2)([C:45]2[CH:46]=[CH:47][CH:48]=[CH:49][CH:50]=2)[O:39][SiH2:40][C:41]([CH3:42])([CH3:43])[CH3:44])([CH:36]=[CH2:37])[O:20]1. The yield is 0.960. (4) The reactants are [C:1]([C:5]1[CH:6]=[CH:7][C:8]2[O:12][C:11]([C:13]3[CH:14]=[C:15]([CH2:22][OH:23])[CH:16]=[C:17]([N+:19]([O-:21])=[O:20])[CH:18]=3)=[N:10][C:9]=2[CH:24]=1)([CH3:4])([CH3:3])[CH3:2].C1C=CC(P(C2C=CC=CC=2)C2C=CC=CC=2)=CC=1.[Cl:44][C:45]1[CH:46]=[C:47](O)[CH:48]=[CH:49][CH:50]=1.N(C(OC(C)C)=O)=NC(OC(C)C)=O. The catalyst is C1COCC1. The product is [C:1]([C:5]1[CH:6]=[CH:7][C:8]2[O:12][C:11]([C:13]3[CH:18]=[C:17]([N+:19]([O-:21])=[O:20])[CH:16]=[C:15]([CH2:22][O:23][C:49]4[CH:48]=[CH:47][CH:46]=[C:45]([Cl:44])[CH:50]=4)[CH:14]=3)=[N:10][C:9]=2[CH:24]=1)([CH3:4])([CH3:2])[CH3:3]. The yield is 0.980. (5) The reactants are [F:1][C:2]([F:9])([F:8])[C:3]1[CH:7]=[CH:6][NH:5][N:4]=1.CN(C=O)C.C[Si]([N-][Si](C)(C)C)(C)C.[K+].Br[CH:26]([CH:32]([CH3:34])[CH3:33])[C:27]([O:29][CH2:30][CH3:31])=[O:28]. The catalyst is O. The product is [CH3:33][CH:32]([CH3:34])[CH:26]([N:5]1[CH:6]=[CH:7][C:3]([C:2]([F:9])([F:8])[F:1])=[N:4]1)[C:27]([O:29][CH2:30][CH3:31])=[O:28]. The yield is 0.460.